Task: Predict which catalyst facilitates the given reaction.. Dataset: Catalyst prediction with 721,799 reactions and 888 catalyst types from USPTO (1) Reactant: [Br:1][C:2]1[CH:7]=[CH:6][C:5]([OH:8])=[C:4]([N+:9]([O-:11])=[O:10])[CH:3]=1.C(=O)([O-])[O-].[K+].[K+].[CH2:18](I)[CH3:19]. Product: [Br:1][C:2]1[CH:7]=[CH:6][C:5]([O:8][CH2:18][CH3:19])=[C:4]([N+:9]([O-:11])=[O:10])[CH:3]=1. The catalyst class is: 131. (2) The catalyst class is: 1. Product: [CH2:1]([O:8][C:9]1[CH:16]=[CH:15][CH:14]=[CH:13][C:10]=1[CH:11]([C:21]1[CH:22]=[CH:23][CH:24]=[C:19]([O:18][CH3:17])[CH:20]=1)[OH:12])[C:2]1[CH:3]=[CH:4][CH:5]=[CH:6][CH:7]=1. Reactant: [CH2:1]([O:8][C:9]1[CH:16]=[CH:15][CH:14]=[CH:13][C:10]=1[CH:11]=[O:12])[C:2]1[CH:7]=[CH:6][CH:5]=[CH:4][CH:3]=1.[CH3:17][O:18][C:19]1[CH:24]=[CH:23][C:22]([Mg]Br)=[CH:21][CH:20]=1.[Cl-].[NH4+]. (3) Reactant: [CH3:1][C:2]1[C:10]2[C:5](=[CH:6][CH:7]=[C:8]([CH:11]=O)[CH:9]=2)[NH:4][N:3]=1.[NH2:13][C:14]([C:18]1[CH:23]=[C:22]([F:24])[CH:21]=[C:20]([F:25])[CH:19]=1)=[CH:15][C:16]#[N:17].[C:33]([O:35][CH2:36][C:37](=O)[CH2:32][C:33]([O:35][CH2:36][CH3:37])=[O:34])(=[O:34])[CH3:32].Cl. Product: [F:25][C:20]1[CH:19]=[C:18]([C:14]2[NH:13][C:37]3[CH2:36][O:35][C:33](=[O:34])[C:32]=3[CH:11]([C:8]3[CH:9]=[C:10]4[C:5](=[CH:6][CH:7]=3)[NH:4][N:3]=[C:2]4[CH3:1])[C:15]=2[C:16]#[N:17])[CH:23]=[C:22]([F:24])[CH:21]=1. The catalyst class is: 259. (4) Reactant: [CH:1]1([C:4]2[CH:5]=[C:6]([CH:16]([CH2:21][C@H:22]3[CH2:42][CH2:41][C:24]4([O:28][C@H:27]([C:29]5[CH:34]=[CH:33][CH:32]=[CH:31][CH:30]=5)[C@@H:26]([C:35]5[CH:40]=[CH:39][CH:38]=[CH:37][CH:36]=5)[O:25]4)[CH2:23]3)[C:17]([O:19]C)=[O:18])[CH:7]=[CH:8][C:9]=2[S:10]([CH:13]2[CH2:15][CH2:14]2)(=[O:12])=[O:11])[CH2:3][CH2:2]1.[OH-].[Na+].CO. Product: [CH:1]1([C:4]2[CH:5]=[C:6]([CH:16]([CH2:21][C@H:22]3[CH2:42][CH2:41][C:24]4([O:28][C@H:27]([C:29]5[CH:30]=[CH:31][CH:32]=[CH:33][CH:34]=5)[C@@H:26]([C:35]5[CH:40]=[CH:39][CH:38]=[CH:37][CH:36]=5)[O:25]4)[CH2:23]3)[C:17]([OH:19])=[O:18])[CH:7]=[CH:8][C:9]=2[S:10]([CH:13]2[CH2:14][CH2:15]2)(=[O:12])=[O:11])[CH2:2][CH2:3]1. The catalyst class is: 1. (5) Reactant: O[C@@H:2]1[CH2:7][CH2:6][C@H:5]([N:8]2[CH2:12][CH2:11][CH2:10][C:9]2=[O:13])[CH2:4][CH2:3]1.CCN(S(F)(F)[F:20])CC.C([O-])(O)=O.[Na+]. Product: [F:20][C@H:2]1[CH2:7][CH2:6][C@H:5]([N:8]2[CH2:12][CH2:11][CH2:10][C:9]2=[O:13])[CH2:4][CH2:3]1. The catalyst class is: 2. (6) Reactant: [Cl:1][C:2]1[CH:7]=[C:6]([O:8][C:9]2[C:18]3[C:13](=[CH:14][C:15]([OH:21])=[C:16]([O:19][CH3:20])[CH:17]=3)[N:12]=[CH:11][CH:10]=2)[CH:5]=[CH:4][C:3]=1[NH:22][C:23]([NH:25][CH2:26][CH2:27][CH3:28])=[O:24].C(=O)([O-])[O-].[K+].[K+].Cl.Cl[CH2:37][C:38]1[CH:43]=[CH:42][CH:41]=[CH:40][N:39]=1.O. Product: [Cl:1][C:2]1[CH:7]=[C:6]([O:8][C:9]2[C:18]3[C:13](=[CH:14][C:15]([O:21][CH2:37][C:38]4[CH:43]=[CH:42][CH:41]=[CH:40][N:39]=4)=[C:16]([O:19][CH3:20])[CH:17]=3)[N:12]=[CH:11][CH:10]=2)[CH:5]=[CH:4][C:3]=1[NH:22][C:23]([NH:25][CH2:26][CH2:27][CH3:28])=[O:24]. The catalyst class is: 9. (7) Reactant: [Br:1][C:2]1[CH:3]=[C:4]([CH:7]=[C:8]([O:10][CH3:11])[CH:9]=1)[CH:5]=[O:6].[CH2:12](O)[CH2:13][CH2:14][OH:15]. Product: [Br:1][C:2]1[CH:3]=[C:4]([CH:5]2[O:15][CH2:14][CH2:13][CH2:12][O:6]2)[CH:7]=[C:8]([O:10][CH3:11])[CH:9]=1. The catalyst class is: 743.